From a dataset of Forward reaction prediction with 1.9M reactions from USPTO patents (1976-2016). Predict the product of the given reaction. Given the reactants Cl.[N:2]1([CH2:8][CH:9]([N:13]2[CH:17]=[C:16]([C:18]3[C:19]4[CH:26]=[CH:25][N:24](COCC[Si](C)(C)C)[C:20]=4[N:21]=[CH:22][N:23]=3)[CH:15]=[N:14]2)[CH2:10][C:11]#[N:12])[CH2:7][CH2:6][NH:5][CH2:4][CH2:3]1.C(N(CC)CC)C.[F:42][C:43]1[CH:44]=[C:45]([CH:49]=[CH:50][C:51]=1[O:52][CH3:53])[C:46](Cl)=[O:47].C(#N)C, predict the reaction product. The product is: [F:42][C:43]1[CH:44]=[C:45]([CH:49]=[CH:50][C:51]=1[O:52][CH3:53])[C:46]([N:5]1[CH2:4][CH2:3][N:2]([CH2:8][CH:9]([N:13]2[CH:17]=[C:16]([C:18]3[C:19]4[CH:26]=[CH:25][NH:24][C:20]=4[N:21]=[CH:22][N:23]=3)[CH:15]=[N:14]2)[CH2:10][C:11]#[N:12])[CH2:7][CH2:6]1)=[O:47].